Dataset: Catalyst prediction with 721,799 reactions and 888 catalyst types from USPTO. Task: Predict which catalyst facilitates the given reaction. (1) Reactant: [NH:1]1[CH:5]=[CH:4][C:3]([NH2:6])=[N:2]1.C(OC(N1[C:20](=[O:21])[C:19]2[C:14](=[CH:15][CH:16]=[CH:17][CH:18]=2)[C:13]1=[O:22])=O)C. Product: [NH:1]1[CH:5]=[CH:4][C:3]([N:6]2[C:20](=[O:21])[C:19]3[C:14](=[CH:15][CH:16]=[CH:17][CH:18]=3)[C:13]2=[O:22])=[N:2]1. The catalyst class is: 1. (2) Reactant: [Cl:1][C:2]1[CH:21]=[CH:20][CH:19]=[C:18]([Cl:22])[C:3]=1[CH2:4][CH:5]1[CH2:9][CH2:8][N:7]([CH:10]2[CH2:15][CH2:14][C:13](=[O:16])[CH2:12][CH2:11]2)[C:6]1=[O:17].[BH4-].[Na+]. Product: [Cl:1][C:2]1[CH:21]=[CH:20][CH:19]=[C:18]([Cl:22])[C:3]=1[CH2:4][CH:5]1[CH2:9][CH2:8][N:7]([CH:10]2[CH2:11][CH2:12][CH:13]([OH:16])[CH2:14][CH2:15]2)[C:6]1=[O:17]. The catalyst class is: 5. (3) Reactant: [Br:1][C:2]1[CH:3]=[N:4][N:5]([C@@H:7]([CH:11]2[CH2:15][CH2:14][CH2:13][CH2:12]2)[CH2:8][CH:9]=O)[CH:6]=1.O1CCCC1.[OH-].[NH4+:22].II. Product: [Br:1][C:2]1[CH:3]=[N:4][N:5]([C@@H:7]([CH:11]2[CH2:15][CH2:14][CH2:13][CH2:12]2)[CH2:8][C:9]#[N:22])[CH:6]=1. The catalyst class is: 6. (4) Reactant: [Br:1][C:2]1[CH:10]=[CH:9][C:5]([C:6](O)=[O:7])=[C:4]([F:11])[CH:3]=1.C(Cl)(=O)C([Cl:15])=O.CN(C=O)C. Product: [Br:1][C:2]1[CH:10]=[CH:9][C:5]([C:6]([Cl:15])=[O:7])=[C:4]([F:11])[CH:3]=1. The catalyst class is: 2. (5) Reactant: [NH2:1][CH2:2][C@H:3]1[CH2:8][N:7]([S:9]([C:12]2[S:13][CH:14]=[CH:15][CH:16]=2)(=[O:11])=[O:10])[CH2:6][CH2:5][N:4]1[C:17]1[CH:22]=[CH:21][C:20]([C:23]([OH:29])([CH3:28])[C:24]([F:27])([F:26])[F:25])=[CH:19][CH:18]=1.[O:30]1[CH2:33][C:32](=O)[CH2:31]1.C(O)(=O)C.C(O[BH-](OC(=O)C)OC(=O)C)(=O)C.[Na+]. Product: [F:25][C:24]([F:26])([F:27])[C:23]([C:20]1[CH:19]=[CH:18][C:17]([N:4]2[CH2:5][CH2:6][N:7]([S:9]([C:12]3[S:13][CH:14]=[CH:15][CH:16]=3)(=[O:10])=[O:11])[CH2:8][C@@H:3]2[CH2:2][NH:1][CH:32]2[CH2:33][O:30][CH2:31]2)=[CH:22][CH:21]=1)([OH:29])[CH3:28]. The catalyst class is: 2. (6) Product: [C:10]([C:8]1[CH:7]=[CH:6][C:5]([O:15][CH3:16])=[C:4]([CH:9]=1)[C:3]([OH:17])=[O:2])(=[O:14])[CH:11]([CH3:13])[CH3:12]. Reactant: C[O:2][C:3](=[O:17])[C:4]1[CH:9]=[C:8]([C:10](=[O:14])[CH:11]([CH3:13])[CH3:12])[CH:7]=[CH:6][C:5]=1[O:15][CH3:16].[OH-].[Na+].Cl. The catalyst class is: 5.